Dataset: Reaction yield outcomes from USPTO patents with 853,638 reactions. Task: Predict the reaction yield, written as a fraction of the theoretical maximum amount of product (1.0 means a 100% yield; for example, 0.34 means a 34% yield). (1) The reactants are [C:1]([NH2:10])(=[O:9])[C:2]1[C:3](=[CH:5][CH:6]=[CH:7][CH:8]=1)[NH2:4].[CH:11]([C:13]1[CH:23]=[CH:22][C:16]([O:17][CH2:18][C:19]([OH:21])=[O:20])=[CH:15][CH:14]=1)=O.COC1C=C(OC)C=C2C=1C(=O)NC(C1C=CC=CN=1)=N2. No catalyst specified. The product is [O:9]=[C:1]1[C:2]2[C:3](=[CH:5][CH:6]=[CH:7][CH:8]=2)[N:4]=[C:11]([C:13]2[CH:23]=[CH:22][C:16]([O:17][CH2:18][C:19]([OH:21])=[O:20])=[CH:15][CH:14]=2)[NH:10]1. The yield is 0.730. (2) The reactants are [C:1]1([C@@H:7]([N:9]([CH:16]2[CH2:25][CH2:24][C:19]3(OCC[O:20]3)[CH2:18][CH2:17]2)[C:10](=[O:15])[C:11]([F:14])([F:13])[F:12])[CH3:8])[CH:6]=[CH:5][CH:4]=[CH:3][CH:2]=1.Cl. The catalyst is O1CCCC1. The product is [C:1]1([C@@H:7]([N:9]([CH:16]2[CH2:25][CH2:24][C:19](=[O:20])[CH2:18][CH2:17]2)[C:10](=[O:15])[C:11]([F:12])([F:14])[F:13])[CH3:8])[CH:6]=[CH:5][CH:4]=[CH:3][CH:2]=1. The yield is 0.410. (3) No catalyst specified. The yield is 0.620. The product is [Cl:25][C:12]1[N:13]=[C:8]([C:4]2[CH:5]=[CH:6][CH:7]=[C:2]([F:1])[CH:3]=2)[C:9]([C:17]2[CH:22]=[CH:21][N:20]=[CH:19][N:18]=2)=[CH:10][C:11]=1[C:15]#[N:16]. The reactants are [F:1][C:2]1[CH:3]=[C:4]([C:8]2[NH:13][C:12](=O)[C:11]([C:15]#[N:16])=[CH:10][C:9]=2[C:17]2[CH:22]=[CH:21][N:20]=[CH:19][N:18]=2)[CH:5]=[CH:6][CH:7]=1.P(Cl)(Cl)([Cl:25])=O. (4) The reactants are [CH:1]1([N:4]2[CH2:9][CH2:8][CH:7]([O:10][C:11]3[CH:16]=[CH:15][C:14]([N+:17]([O-])=O)=[CH:13][N:12]=3)[CH2:6][CH2:5]2)[CH2:3][CH2:2]1. The catalyst is CCO.[Pd]. The product is [CH:1]1([N:4]2[CH2:9][CH2:8][CH:7]([O:10][C:11]3[N:12]=[CH:13][C:14]([NH2:17])=[CH:15][CH:16]=3)[CH2:6][CH2:5]2)[CH2:2][CH2:3]1. The yield is 0.500.